From a dataset of Full USPTO retrosynthesis dataset with 1.9M reactions from patents (1976-2016). Predict the reactants needed to synthesize the given product. (1) Given the product [NH2:1][C:2]1[CH:7]=[CH:6][C:5]([C:8](=[O:10])/[CH:9]=[CH:28]/[C:26]2[NH:25][N:24]=[C:23]([C:15]3[CH:14]=[C:13]([O:12][CH3:11])[C:18]([O:19][CH3:20])=[C:17]([O:21][CH3:22])[CH:16]=3)[CH:27]=2)=[CH:4][CH:3]=1, predict the reactants needed to synthesize it. The reactants are: [NH2:1][C:2]1[CH:7]=[CH:6][C:5]([C:8](=[O:10])[CH3:9])=[CH:4][CH:3]=1.[CH3:11][O:12][C:13]1[CH:14]=[C:15]([C:23]2[CH:27]=[C:26]([CH:28]=O)[NH:25][N:24]=2)[CH:16]=[C:17]([O:21][CH3:22])[C:18]=1[O:19][CH3:20].[OH-].[Na+]. (2) Given the product [NH2:1][C:4]1[C:9](=[O:10])[N:8]2[CH2:11][CH2:12][CH2:13][N:14]([C:15]3[CH:20]=[CH:19][N:18]=[C:17]([NH:21][CH2:22][CH2:23][C:24]4[CH:29]=[CH:28][CH:27]=[CH:26][CH:25]=4)[N:16]=3)[C:7]2=[N:6][C:5]=1[C:30]1[CH:35]=[CH:34][CH:33]=[CH:32][CH:31]=1, predict the reactants needed to synthesize it. The reactants are: [N+:1]([C:4]1[C:9](=[O:10])[N:8]2[CH2:11][CH2:12][CH2:13][N:14]([C:15]3[CH:20]=[CH:19][N:18]=[C:17]([NH:21][CH2:22][CH2:23][C:24]4[CH:29]=[CH:28][CH:27]=[CH:26][CH:25]=4)[N:16]=3)[C:7]2=[N:6][C:5]=1[C:30]1[CH:35]=[CH:34][CH:33]=[CH:32][CH:31]=1)([O-])=O. (3) Given the product [F:8][C:5]1[CH:4]=[C:3]2[C:2](=[CH:7][CH:6]=1)[N:1]=[C:19]([CH:20]([NH:22][C:23](=[O:29])[O:24][C:25]([CH3:27])([CH3:28])[CH3:26])[CH3:21])[C:30]([C:31]1[CH:36]=[CH:35][CH:34]=[CH:33][N:32]=1)=[C:9]2[C:11]1[C:16]([CH3:17])=[CH:15][CH:14]=[CH:13][N:12]=1, predict the reactants needed to synthesize it. The reactants are: [NH2:1][C:2]1[CH:7]=[CH:6][C:5]([F:8])=[CH:4][C:3]=1[C:9]([C:11]1[C:16]([CH3:17])=[CH:15][CH:14]=[CH:13][N:12]=1)=O.O=[C:19]([CH2:30][C:31]1[CH:36]=[CH:35][CH:34]=[CH:33][N:32]=1)[C@@H:20]([NH:22][C:23](=[O:29])[O:24][C:25]([CH3:28])([CH3:27])[CH3:26])[CH3:21]. (4) Given the product [NH2:37][C:38]1[CH:43]=[CH:42][C:41]([C:44]2[N:45]=[CH:46][N:47]([CH3:59])[C:48]=2[C:49]2[S:58][C:52]3[N:53]=[CH:54][N:55]=[C:56]([NH2:57])[C:51]=3[CH:50]=2)=[CH:40][CH:39]=1, predict the reactants needed to synthesize it. The reactants are: NC1C=C(C2N=CN(C)C=2C2SC3N=CN=C(N)C=3C=2)C=CC=1.C1(C(=[N:37][C:38]2[CH:43]=[CH:42][C:41]([C:44]3[N:45]=[CH:46][N:47]([CH3:59])[C:48]=3[C:49]3[S:58][C:52]4[N:53]=[CH:54][N:55]=[C:56]([NH2:57])[C:51]=4[CH:50]=3)=[CH:40][CH:39]=2)C2C=CC=CC=2)C=CC=CC=1.C1(C(=NC2C=CC=CC=2N2C=C(C3(N)NC=NC4SC=CC3=4)N(C)C2)C2C=CC=CC=2)C=CC=CC=1. (5) Given the product [Br:14][C:15]1[CH:16]=[C:17]([C:21]2[CH2:26][CH2:25][N:24]([C:11]([C:9]3[CH:10]=[C:5]4[N:4]=[CH:3][C:2]([Cl:1])=[CH:7][N:6]4[N:8]=3)=[O:13])[CH2:23][CH:22]=2)[CH:18]=[CH:19][CH:20]=1, predict the reactants needed to synthesize it. The reactants are: [Cl:1][C:2]1[CH:3]=[N:4][C:5]2[N:6]([N:8]=[C:9]([C:11]([OH:13])=O)[CH:10]=2)[CH:7]=1.[Br:14][C:15]1[CH:16]=[C:17]([C:21]2[CH2:22][CH2:23][NH:24][CH2:25][CH:26]=2)[CH:18]=[CH:19][CH:20]=1.